Dataset: Forward reaction prediction with 1.9M reactions from USPTO patents (1976-2016). Task: Predict the product of the given reaction. Given the reactants [NH2:1][C:2]1[CH:7]=[CH:6][C:5]([OH:8])=[CH:4][CH:3]=1.N1C=CN=C1.[CH:14]([Si:17]([CH:22]([CH3:24])[CH3:23])([CH:19]([CH3:21])[CH3:20])Cl)([CH3:16])[CH3:15], predict the reaction product. The product is: [CH3:15][CH:14]([Si:17]([CH:22]([CH3:24])[CH3:23])([CH:19]([CH3:21])[CH3:20])[O:8][C:5]1[CH:6]=[CH:7][C:2]([NH2:1])=[CH:3][CH:4]=1)[CH3:16].